Dataset: CYP2C19 inhibition data for predicting drug metabolism from PubChem BioAssay. Task: Regression/Classification. Given a drug SMILES string, predict its absorption, distribution, metabolism, or excretion properties. Task type varies by dataset: regression for continuous measurements (e.g., permeability, clearance, half-life) or binary classification for categorical outcomes (e.g., BBB penetration, CYP inhibition). Dataset: cyp2c19_veith. (1) The molecule is O=C(CN1C(=O)c2ccccc2C1=O)[C@@H](O)CN1C(=O)c2ccccc2C1=O. The result is 0 (non-inhibitor). (2) The molecule is CCCC(CCC)C(=O)[O-].[Na+]. The result is 0 (non-inhibitor). (3) The molecule is Cc1o[nH]c(=O)c1C[C@@H](N)C(=O)O. The result is 0 (non-inhibitor).